Dataset: Forward reaction prediction with 1.9M reactions from USPTO patents (1976-2016). Task: Predict the product of the given reaction. (1) Given the reactants [NH2:1][N:2]1[C:6]2[CH:7]=[CH:8][CH:9]=[CH:10][C:5]=2[N:4]=[C:3]1[S:11][CH2:12][C:13]1[C:18]([CH3:19])=[C:17]([O:20][CH2:21][C:22]([F:25])([F:24])[F:23])[CH:16]=[CH:15][N:14]=1.[C:26](OC(=O)C)(=[O:28])[CH3:27].N1C=CC=CC=1.C(=O)(O)[O-].[Na+], predict the reaction product. The product is: [C:26]([NH:1][N:2]1[C:6]2[CH:7]=[CH:8][CH:9]=[CH:10][C:5]=2[N:4]=[C:3]1[S:11][CH2:12][C:13]1[C:18]([CH3:19])=[C:17]([O:20][CH2:21][C:22]([F:25])([F:24])[F:23])[CH:16]=[CH:15][N:14]=1)(=[O:28])[CH3:27]. (2) Given the reactants [NH2:1][C:2]([C:4]1[CH:5]=[C:6](Br)[CH:7]=[C:8]2[C:12]=1[NH:11][N:10]=[C:9]2[CH:13]1[CH2:18][CH2:17][N:16]([C:19]([O:21][C:22]([CH3:25])([CH3:24])[CH3:23])=[O:20])[CH2:15][CH2:14]1)=[O:3].CC1(C)C(C)(C)OB([C:35]2[CH:40]=[CH:39][C:38]([NH:41][C:42](=[O:44])[CH3:43])=[CH:37][CH:36]=2)O1.C(=O)([O-])[O-].[Cs+].[Cs+], predict the reaction product. The product is: [C:42]([NH:41][C:38]1[CH:39]=[CH:40][C:35]([C:6]2[CH:7]=[C:8]3[C:12](=[C:4]([C:2]([NH2:1])=[O:3])[CH:5]=2)[NH:11][N:10]=[C:9]3[CH:13]2[CH2:18][CH2:17][N:16]([C:19]([O:21][C:22]([CH3:25])([CH3:24])[CH3:23])=[O:20])[CH2:15][CH2:14]2)=[CH:36][CH:37]=1)(=[O:44])[CH3:43]. (3) Given the reactants [Br:1][C:2]1[CH:3]=[CH:4][C:5]([NH:12][C:13]([C:15]2[C:19]3[CH:20]=[C:21]([S:24](Cl)(=[O:26])=[O:25])[CH:22]=[CH:23][C:18]=3[O:17][N:16]=2)=[O:14])=[C:6]([CH:11]=1)[C:7]([O:9]C)=[O:8].[CH3:28][NH2:29], predict the reaction product. The product is: [CH3:28][NH:29][S:24]([C:21]1[CH:22]=[CH:23][C:18]2[O:17][N:16]=[C:15]([C:13]([NH:12][C:5]3[CH:4]=[CH:3][C:2]([Br:1])=[CH:11][C:6]=3[C:7]([OH:9])=[O:8])=[O:14])[C:19]=2[CH:20]=1)(=[O:26])=[O:25]. (4) Given the reactants Cl.[C:2]([CH2:4][NH:5][C:6]([C@@H:8]1[CH2:12][C@@H:11]([S:13]([C:16]2[CH:21]=[CH:20][CH:19]=[CH:18][C:17]=2[Cl:22])(=[O:15])=[O:14])[CH2:10][NH:9]1)=[O:7])#[N:3].[O:23]1[CH2:28][CH2:27][C:26](=O)[CH2:25][CH2:24]1, predict the reaction product. The product is: [C:2]([CH2:4][NH:5][C:6]([C@@H:8]1[CH2:12][C@@H:11]([S:13]([C:16]2[CH:21]=[CH:20][CH:19]=[CH:18][C:17]=2[Cl:22])(=[O:14])=[O:15])[CH2:10][N:9]1[CH:26]1[CH2:27][CH2:28][O:23][CH2:24][CH2:25]1)=[O:7])#[N:3]. (5) Given the reactants [F:1][C:2]([F:34])([F:33])[C:3]1[CH:4]=[C:5]([CH2:13][C:14]([N:16]2[CH2:21][CH2:20][O:19][C:18]([CH2:30][CH2:31][OH:32])([C:22]3[CH:27]=[CH:26][C:25]([Cl:28])=[C:24]([Cl:29])[CH:23]=3)[CH2:17]2)=[O:15])[CH:6]=[C:7]([C:9]([F:12])([F:11])[F:10])[CH:8]=1.CN(C1C=CC=CN=1)C.C(N(CC)CC)C.[Cl:51][C:52]1[CH:57]=[CH:56][C:55]([S:58](Cl)(=[O:60])=[O:59])=[CH:54][CH:53]=1.Cl, predict the reaction product. The product is: [Cl:51][C:52]1[CH:57]=[CH:56][C:55]([S:58]([O:32][CH2:31][CH2:30][C:18]2([C:22]3[CH:27]=[CH:26][C:25]([Cl:28])=[C:24]([Cl:29])[CH:23]=3)[O:19][CH2:20][CH2:21][N:16]([C:14](=[O:15])[CH2:13][C:5]3[CH:6]=[C:7]([C:9]([F:10])([F:11])[F:12])[CH:8]=[C:3]([C:2]([F:1])([F:33])[F:34])[CH:4]=3)[CH2:17]2)(=[O:60])=[O:59])=[CH:54][CH:53]=1. (6) Given the reactants [F:1][C:2]([F:20])([F:19])[O:3][C:4]1[CH:5]=[C:6]([CH:16]=[CH:17][CH:18]=1)[O:7][C:8]1[CH:9]=[C:10]([CH:13]=[CH:14][CH:15]=1)[C:11]#[N:12].C1COCC1.[H-].[Al+3].[Li+].[H-].[H-].[H-].[OH-].[Na+], predict the reaction product. The product is: [F:1][C:2]([F:19])([F:20])[O:3][C:4]1[CH:5]=[C:6]([CH:16]=[CH:17][CH:18]=1)[O:7][C:8]1[CH:9]=[C:10]([CH:13]=[CH:14][CH:15]=1)[CH2:11][NH2:12].